From a dataset of TCR-epitope binding with 47,182 pairs between 192 epitopes and 23,139 TCRs. Binary Classification. Given a T-cell receptor sequence (or CDR3 region) and an epitope sequence, predict whether binding occurs between them. (1) The epitope is NQKLIANQF. The TCR CDR3 sequence is CASSLEDTIYGYTF. Result: 1 (the TCR binds to the epitope). (2) The epitope is HSKKKCDEL. The TCR CDR3 sequence is CAISETDKLGFF. Result: 1 (the TCR binds to the epitope). (3) The TCR CDR3 sequence is CASSSVRGAYEQYF. Result: 1 (the TCR binds to the epitope). The epitope is FLNGSCGSV.